Dataset: Full USPTO retrosynthesis dataset with 1.9M reactions from patents (1976-2016). Task: Predict the reactants needed to synthesize the given product. Given the product [CH:1]1([C:4]2[C:10]([F:11])=[CH:9][C:8]([N+:12]([O-:14])=[O:13])=[CH:7][C:5]=2[N:6]=[C:22]=[O:23])[CH2:3][CH2:2]1, predict the reactants needed to synthesize it. The reactants are: [CH:1]1([C:4]2[C:10]([F:11])=[CH:9][C:8]([N+:12]([O-:14])=[O:13])=[CH:7][C:5]=2[NH2:6])[CH2:3][CH2:2]1.C1(C)C=CC=CC=1.[C:22](Cl)(Cl)=[O:23].